From a dataset of Reaction yield outcomes from USPTO patents with 853,638 reactions. Predict the reaction yield, written as a fraction of the theoretical maximum amount of product (1.0 means a 100% yield; for example, 0.34 means a 34% yield). The reactants are S(O[CH2:6][CH2:7][CH2:8][C:9]1[CH:14]=[CH:13][C:12]([CH2:15][CH2:16][CH2:17][CH2:18][CH3:19])=[CH:11][CH:10]=1)(=O)(=O)C.[C:20]1(=[O:30])[NH:24][C:23](=[O:25])[C:22]2=[CH:26][CH:27]=[CH:28][CH:29]=[C:21]12.[K]. The catalyst is CN(C=O)C. The product is [CH2:15]([C:12]1[CH:13]=[CH:14][C:9]([CH2:8][CH2:7][CH2:6][N:24]2[C:23](=[O:25])[C:22]3=[CH:26][CH:27]=[CH:28][CH:29]=[C:21]3[C:20]2=[O:30])=[CH:10][CH:11]=1)[CH2:16][CH2:17][CH2:18][CH3:19]. The yield is 0.820.